From a dataset of Catalyst prediction with 721,799 reactions and 888 catalyst types from USPTO. Predict which catalyst facilitates the given reaction. (1) Reactant: [NH:1]1[CH:5]=[CH:4][N:3]=[C:2]1[C:6]1[CH:12]=[CH:11][CH:10]=[CH:9][C:7]=1[NH2:8].[N:13]#[C:14][Br:15].O. Product: [BrH:15].[N:1]1[CH:5]=[CH:4][N:3]2[C:2]=1[C:6]1[CH:12]=[CH:11][CH:10]=[CH:9][C:7]=1[N:8]=[C:14]2[NH2:13]. The catalyst class is: 5. (2) Reactant: [N:1]12[CH2:8][CH2:7][CH:4]([CH2:5][CH2:6]1)[CH:3]([NH:9][C:10]([C:12]1[CH:13]=[CH:14][CH:15]=[C:16]3[O:20][C:19]([C@H:21]4[CH2:23][CH:22]4[CH3:24])=[N:18][C:17]=13)=[O:11])[CH2:2]2.[ClH:25]. Product: [ClH:25].[N:1]12[CH2:8][CH2:7][CH:4]([CH2:5][CH2:6]1)[CH:3]([NH:9][C:10]([C:12]1[CH:13]=[CH:14][CH:15]=[C:16]3[O:20][C:19]([C@H:21]4[CH2:23][CH:22]4[CH3:24])=[N:18][C:17]=13)=[O:11])[CH2:2]2. The catalyst class is: 459.